Predict the product of the given reaction. From a dataset of Forward reaction prediction with 1.9M reactions from USPTO patents (1976-2016). Given the reactants C(OC(=O)C)(=O)C.[C:8]1([CH:14]([CH2:19][C:20]([OH:22])=[O:21])[CH2:15][C:16]([OH:18])=O)[CH:13]=[CH:12][CH:11]=[CH:10][CH:9]=1, predict the reaction product. The product is: [C:8]1([CH:14]2[CH2:15][C:16](=[O:18])[O:22][C:20](=[O:21])[CH2:19]2)[CH:9]=[CH:10][CH:11]=[CH:12][CH:13]=1.